From a dataset of Peptide-MHC class I binding affinity with 185,985 pairs from IEDB/IMGT. Regression. Given a peptide amino acid sequence and an MHC pseudo amino acid sequence, predict their binding affinity value. This is MHC class I binding data. (1) The peptide sequence is AVRTDGSNI. The MHC is HLA-B51:01 with pseudo-sequence HLA-B51:01. The binding affinity (normalized) is 0.0847. (2) The peptide sequence is LVRGNSPVF. The MHC is HLA-B57:01 with pseudo-sequence HLA-B57:01. The binding affinity (normalized) is 0.533. (3) The peptide sequence is MLMNHVANF. The MHC is HLA-B08:01 with pseudo-sequence HLA-B08:01. The binding affinity (normalized) is 0.889. (4) The peptide sequence is RFRCVGPAP. The MHC is HLA-A02:01 with pseudo-sequence HLA-A02:01. The binding affinity (normalized) is 0.0847. (5) The peptide sequence is AGANVLNGL. The MHC is H-2-Kb with pseudo-sequence H-2-Kb. The binding affinity (normalized) is 0.106. (6) The peptide sequence is FWAWSVLRV. The MHC is HLA-B39:01 with pseudo-sequence HLA-B39:01. The binding affinity (normalized) is 0.0847. (7) The peptide sequence is IQETIRSDT. The MHC is HLA-A02:01 with pseudo-sequence HLA-A02:01. The binding affinity (normalized) is 0.000770. (8) The peptide sequence is AVRQFRASV. The binding affinity (normalized) is 0.274. The MHC is HLA-A02:12 with pseudo-sequence HLA-A02:12.